Dataset: P-glycoprotein inhibition data for predicting drug efflux from Broccatelli et al.. Task: Regression/Classification. Given a drug SMILES string, predict its absorption, distribution, metabolism, or excretion properties. Task type varies by dataset: regression for continuous measurements (e.g., permeability, clearance, half-life) or binary classification for categorical outcomes (e.g., BBB penetration, CYP inhibition). Dataset: pgp_broccatelli. (1) The molecule is CCCC(C(=O)OCCN(CC)CC)(c1ccccc1)c1ccccc1. The result is 1 (inhibitor). (2) The molecule is CO[C@]1(NC(=O)CSCC#N)C(=O)N2C(C(=O)O)=C(CSc3nnnn3C)CS[C@H]21. The result is 0 (non-inhibitor).